From a dataset of Ames mutagenicity test results for genotoxicity prediction. Regression/Classification. Given a drug SMILES string, predict its toxicity properties. Task type varies by dataset: regression for continuous values (e.g., LD50, hERG inhibition percentage) or binary classification for toxic/non-toxic outcomes (e.g., AMES mutagenicity, cardiotoxicity, hepatotoxicity). Dataset: ames. (1) The molecule is Nc1ccc(-c2ccc(N)cc2)cc1. The result is 1 (mutagenic). (2) The compound is C=CCc1ccc(O)c(OC)c1. The result is 0 (non-mutagenic).